Dataset: Catalyst prediction with 721,799 reactions and 888 catalyst types from USPTO. Task: Predict which catalyst facilitates the given reaction. (1) Reactant: [NH2:1][C@H:2]1[CH2:7][C@@H:6]([CH3:8])[CH2:5][N:4]([C:9]2[CH:14]=[CH:13][N:12]=[CH:11][C:10]=2[NH:15][C:16]([C:18]2[C:27]([NH:28]C(=O)OCC3C=CC=CC=3)=[CH:26][C:25]3[C:20](=[CH:21][C:22]([N:39]4[CH2:44][CH2:43][O:42][CH2:41][C:40]4=[O:45])=[CH:23][CH:24]=3)[N:19]=2)=[O:17])[CH2:3]1.[H][H]. Product: [NH2:28][C:27]1[C:18]([C:16]([NH:15][C:10]2[CH:11]=[N:12][CH:13]=[CH:14][C:9]=2[N:4]2[CH2:5][C@H:6]([CH3:8])[CH2:7][C@H:2]([NH2:1])[CH2:3]2)=[O:17])=[N:19][C:20]2[C:25]([CH:26]=1)=[CH:24][CH:23]=[C:22]([N:39]1[CH2:44][CH2:43][O:42][CH2:41][C:40]1=[O:45])[CH:21]=2. The catalyst class is: 19. (2) Reactant: Cl[C:2](Cl)([O:4]C(=O)OC(Cl)(Cl)Cl)Cl.[NH2:13][C:14]1[C:15]([NH:20][CH:21]2[CH2:26][CH2:25][N:24]([C:27]([O:29][C:30]([CH3:33])([CH3:32])[CH3:31])=[O:28])[CH2:23][CH2:22]2)=[N:16][CH:17]=[CH:18][CH:19]=1.CCN(C(C)C)C(C)C.C([O-])(O)=O.[Na+]. Product: [O:4]=[C:2]1[N:20]([CH:21]2[CH2:26][CH2:25][N:24]([C:27]([O:29][C:30]([CH3:33])([CH3:32])[CH3:31])=[O:28])[CH2:23][CH2:22]2)[C:15]2=[N:16][CH:17]=[CH:18][CH:19]=[C:14]2[NH:13]1. The catalyst class is: 2. (3) Reactant: [F:1][C:2]1[CH:19]=[CH:18][C:5](/[CH:6]=[N:7]/[C:8]2[CH:16]=[CH:15][CH:14]=[C:13]3[C:9]=2[CH2:10][O:11][C:12]3=[O:17])=[CH:4][CH:3]=1.[CH3:20][N:21]1[CH:25]=[CH:24][N:23]=[C:22]1[CH:26]=O.[CH2:28]([OH:30])[CH3:29]. Product: [F:1][C:2]1[CH:3]=[CH:4][C:5]([CH:6]2[CH:26]([C:22]3[N:21]([CH3:20])[CH:25]=[CH:24][N:23]=3)[C:28](=[O:30])[C:29]3[C:13]([C:12]([O:11][CH2:10][CH3:9])=[O:17])=[CH:14][CH:15]=[CH:16][C:8]=3[NH:7]2)=[CH:18][CH:19]=1. The catalyst class is: 567. (4) Reactant: [Cl:1][C:2]1[C:7]([Cl:8])=[C:6](I)[CH:5]=[CH:4][N:3]=1.[CH3:10][C:11]1[CH:16]=[CH:15][C:14](B(O)O)=[CH:13][CH:12]=1.C([O-])([O-])=O.[Na+].[Na+]. Product: [Cl:1][C:2]1[C:7]([Cl:8])=[C:6]([C:14]2[CH:15]=[CH:16][C:11]([CH3:10])=[CH:12][CH:13]=2)[CH:5]=[CH:4][N:3]=1. The catalyst class is: 109. (5) Reactant: Cl.[N:2]1[CH:7]=[CH:6][CH:5]=[C:4]([S:8]([Cl:11])(=[O:10])=[O:9])[CH:3]=1. Product: [N:2]1[CH:7]=[CH:6][CH:5]=[C:4]([S:8]([Cl:11])(=[O:10])=[O:9])[CH:3]=1. The catalyst class is: 793. (6) Reactant: [Br:1][C:2]1[CH:7]=[CH:6][C:5](Br)=[CH:4][N:3]=1.[Li]CCCC.CN([CH:17]=[O:18])C.Cl. Product: [Br:1][C:2]1[CH:7]=[CH:6][C:5]([CH:17]=[O:18])=[CH:4][N:3]=1. The catalyst class is: 27. (7) Reactant: [CH3:1][O:2][C:3]1[N:8]=[C:7]([CH3:9])[C:6]([C:10]2[N:11](S(C(F)(F)F)(=O)=O)[C:12]3[C:17]([CH:18]=2)=[CH:16][C:15]([C:19]2[CH:26]=[CH:25][C:22]([C:23]#[N:24])=[CH:21][C:20]=2[CH3:27])=[CH:14][CH:13]=3)=[CH:5][CH:4]=1.[OH-].[Na+]. Product: [CH3:1][O:2][C:3]1[N:8]=[C:7]([CH3:9])[C:6]([C:10]2[NH:11][C:12]3[C:17]([CH:18]=2)=[CH:16][C:15]([C:19]2[CH:26]=[CH:25][C:22]([C:23]#[N:24])=[CH:21][C:20]=2[CH3:27])=[CH:14][CH:13]=3)=[CH:5][CH:4]=1. The catalyst class is: 1.